Predict the reactants needed to synthesize the given product. From a dataset of Full USPTO retrosynthesis dataset with 1.9M reactions from patents (1976-2016). (1) Given the product [Cl:9][C:4]1[CH:5]=[CH:6][C:7]([OH:17])=[C:2]([NH:1][C:10](=[O:12])[CH3:11])[CH:3]=1, predict the reactants needed to synthesize it. The reactants are: [NH2:1][C:2]1[CH:7]=[CH:6][C:5](O)=[C:4]([Cl:9])[CH:3]=1.[C:10](OC(=O)C)(=[O:12])[CH3:11].[OH2:17]. (2) Given the product [Cl:17][C:18]1[CH:23]=[CH:22][C:21]([NH:24][C:25]([NH:14][C:13]2[CH:15]=[CH:16][C:10]([N:1]3[C:9]4[CH:8]=[CH:7][N:6]=[CH:5][C:4]=4[N:3]=[CH:2]3)=[CH:11][CH:12]=2)=[O:26])=[CH:20][C:19]=1[C:27]([F:28])([F:29])[F:30], predict the reactants needed to synthesize it. The reactants are: [N:1]1([C:10]2[CH:16]=[CH:15][C:13]([NH2:14])=[CH:12][CH:11]=2)[C:9]2[CH:8]=[CH:7][N:6]=[CH:5][C:4]=2[N:3]=[CH:2]1.[Cl:17][C:18]1[CH:23]=[CH:22][C:21]([N:24]=[C:25]=[O:26])=[CH:20][C:19]=1[C:27]([F:30])([F:29])[F:28].